This data is from Peptide-MHC class I binding affinity with 185,985 pairs from IEDB/IMGT. The task is: Regression. Given a peptide amino acid sequence and an MHC pseudo amino acid sequence, predict their binding affinity value. This is MHC class I binding data. (1) The peptide sequence is YRATYSMAL. The MHC is HLA-B15:42 with pseudo-sequence HLA-B15:42. The binding affinity (normalized) is 0.213. (2) The peptide sequence is ALMRWRHPR. The MHC is HLA-A01:01 with pseudo-sequence HLA-A01:01. The binding affinity (normalized) is 0.0847. (3) The MHC is HLA-A24:02 with pseudo-sequence HLA-A24:02. The peptide sequence is GTSKIKMKW. The binding affinity (normalized) is 0.0109. (4) The peptide sequence is RLGLSRPLL. The MHC is HLA-A02:01 with pseudo-sequence HLA-A02:01. The binding affinity (normalized) is 0.213. (5) The peptide sequence is AIFQPQNGQFIHFYR. The MHC is H-2-Kb with pseudo-sequence H-2-Kb. The binding affinity (normalized) is 0.0735. (6) The peptide sequence is YFANNKFTL. The MHC is HLA-A02:02 with pseudo-sequence HLA-A02:02. The binding affinity (normalized) is 0.481. (7) The peptide sequence is FAANPNSQV. The MHC is HLA-A01:01 with pseudo-sequence HLA-A01:01. The binding affinity (normalized) is 0.0847.